This data is from Catalyst prediction with 721,799 reactions and 888 catalyst types from USPTO. The task is: Predict which catalyst facilitates the given reaction. (1) Reactant: [C:1]([O:5][C:6]([N:8]1[CH2:13][CH2:12][N:11]([C:14]2[CH:15]=[C:16]([CH:20]=[C:21]([S:23]([F:28])([F:27])([F:26])([F:25])[F:24])[CH:22]=2)[C:17]([OH:19])=O)[CH2:10][CH2:9]1)=[O:7])([CH3:4])([CH3:3])[CH3:2].CN(C(ON1N=NC2C=CC=NC1=2)=[N+](C)C)C.F[P-](F)(F)(F)(F)F.CN1CCOCC1.[CH3:60][C:61]1[CH:67]=[CH:66][C:64]([NH2:65])=[CH:63][C:62]=1[N:68]1[C:75]2[N:71]([N:72]=[C:73]([C:76]3[CH:77]=[N:78][NH:79][CH:80]=3)[CH:74]=2)[CH:70]=[CH:69]1.N. Product: [CH3:60][C:61]1[CH:67]=[CH:66][C:64]([NH:65][C:17]([C:16]2[CH:15]=[C:14]([N:11]3[CH2:12][CH2:13][N:8]([C:6]([O:5][C:1]([CH3:4])([CH3:3])[CH3:2])=[O:7])[CH2:9][CH2:10]3)[CH:22]=[C:21]([S:23]([F:26])([F:28])([F:27])([F:24])[F:25])[CH:20]=2)=[O:19])=[CH:63][C:62]=1[N:68]1[C:75]2[N:71]([N:72]=[C:73]([C:76]3[CH:77]=[N:78][NH:79][CH:80]=3)[CH:74]=2)[CH:70]=[CH:69]1. The catalyst class is: 3. (2) Reactant: [OH:1][C:2]1[CH:3]=[C:4]([CH:14]=[C:15]([O:17][C@@H:18]([CH3:22])[CH2:19][O:20][CH3:21])[CH:16]=1)[C:5]([NH:7][C:8]1[CH:12]=[CH:11][N:10]([CH3:13])[N:9]=1)=[O:6].Cl[C:24]1[S:25][C:26]2[C:27](=[O:36])[NH:28][CH2:29][C:30]([CH3:35])([CH3:34])[CH2:31][C:32]=2[N:33]=1.C(=O)([O-])[O-].[K+].[K+]. Product: [CH3:34][C:30]1([CH3:35])[CH2:29][NH:28][C:27](=[O:36])[C:26]2[S:25][C:24]([O:1][C:2]3[CH:3]=[C:4]([CH:14]=[C:15]([O:17][C@@H:18]([CH3:22])[CH2:19][O:20][CH3:21])[CH:16]=3)[C:5]([NH:7][C:8]3[CH:12]=[CH:11][N:10]([CH3:13])[N:9]=3)=[O:6])=[N:33][C:32]=2[CH2:31]1. The catalyst class is: 10.